Dataset: Forward reaction prediction with 1.9M reactions from USPTO patents (1976-2016). Task: Predict the product of the given reaction. (1) Given the reactants [CH3:1][O:2][CH2:3][C@@H:4]([O:6][C:7]1[CH:8]=[C:9]([CH:27]=[C:28]([C:30](=[O:38])[NH:31][C:32]2[CH:36]=[CH:35][N:34]([CH3:37])[N:33]=2)[CH:29]=1)[O:10][C:11]1[CH:12]=[CH:13][C:14]([C:17]2[O:21][N:20]=[C:19]([C:22]([O:24]CC)=O)[N:18]=2)=[N:15][CH:16]=1)[CH3:5].[NH3:39].CO, predict the reaction product. The product is: [CH3:1][O:2][CH2:3][C@@H:4]([O:6][C:7]1[CH:8]=[C:9]([CH:27]=[C:28]([C:30](=[O:38])[NH:31][C:32]2[CH:36]=[CH:35][N:34]([CH3:37])[N:33]=2)[CH:29]=1)[O:10][C:11]1[CH:12]=[CH:13][C:14]([C:17]2[O:21][N:20]=[C:19]([C:22]([NH2:39])=[O:24])[N:18]=2)=[N:15][CH:16]=1)[CH3:5]. (2) Given the reactants [C:1]([C:3]1[CH:8]=[CH:7][C:6]([CH2:9][C:10]([O:12][CH3:13])=[O:11])=[CH:5][CH:4]=1)#[CH:2].Br[C:15]1[C:16]([CH3:21])=[N:17][CH:18]=[CH:19][CH:20]=1, predict the reaction product. The product is: [CH3:21][C:16]1[C:15]([C:2]#[C:1][C:3]2[CH:8]=[CH:7][C:6]([CH2:9][C:10]([O:12][CH3:13])=[O:11])=[CH:5][CH:4]=2)=[CH:20][CH:19]=[CH:18][N:17]=1. (3) Given the reactants [C:1]([C:3]([CH3:24])([CH3:23])[C:4]1[CH:9]=[CH:8][C:7]([NH:10][C:11](=[O:22])[C:12]2[CH:17]=[CH:16][C:15]([O:18][CH3:19])=[C:14]([O:20][CH3:21])[CH:13]=2)=[CH:6][CH:5]=1)#[N:2].NO.C1C=[CH:29][C:30]2[N:35](O)N=NC=2C=1.C(Cl)CCl.C(O)(=[O:43])C, predict the reaction product. The product is: [CH3:21][O:20][C:14]1[CH:13]=[C:12]([CH:17]=[CH:16][C:15]=1[O:18][CH3:19])[C:11]([NH:10][C:7]1[CH:6]=[CH:5][C:4]([C:3]([CH3:24])([C:1]2[N:35]=[C:30]([CH3:29])[O:43][N:2]=2)[CH3:23])=[CH:9][CH:8]=1)=[O:22]. (4) Given the reactants [Br:1][C:2]1[CH:3]=[C:4]2[O:10][C:9](=[O:11])[NH:8][C:5]2=[N:6][CH:7]=1.[H-].[Na+].[CH3:14]I, predict the reaction product. The product is: [Br:1][C:2]1[CH:3]=[C:4]2[O:10][C:9](=[O:11])[N:8]([CH3:14])[C:5]2=[N:6][CH:7]=1.